This data is from Peptide-MHC class I binding affinity with 185,985 pairs from IEDB/IMGT. The task is: Regression. Given a peptide amino acid sequence and an MHC pseudo amino acid sequence, predict their binding affinity value. This is MHC class I binding data. (1) The peptide sequence is VIPDELIDV. The MHC is HLA-A02:03 with pseudo-sequence HLA-A02:03. The binding affinity (normalized) is 0.651. (2) The peptide sequence is FEDLRLLSF. The MHC is HLA-B44:03 with pseudo-sequence HLA-B44:03. The binding affinity (normalized) is 0.143.